Dataset: Acute oral toxicity (LD50) regression data from Zhu et al.. Task: Regression/Classification. Given a drug SMILES string, predict its toxicity properties. Task type varies by dataset: regression for continuous values (e.g., LD50, hERG inhibition percentage) or binary classification for toxic/non-toxic outcomes (e.g., AMES mutagenicity, cardiotoxicity, hepatotoxicity). Dataset: ld50_zhu. (1) The molecule is NC1CCS(=O)(=O)C1. The rat oral LD50 is 0.878, given as -log10 of the dose in mol/kg body weight (higher means more acutely toxic). (2) The compound is NCc1cc(=O)[nH]o1. The rat oral LD50 is 3.40, given as -log10 of the dose in mol/kg body weight (higher means more acutely toxic).